This data is from Experimentally validated miRNA-target interactions with 360,000+ pairs, plus equal number of negative samples. The task is: Binary Classification. Given a miRNA mature sequence and a target amino acid sequence, predict their likelihood of interaction. (1) The miRNA is mmu-miR-208a-3p with sequence AUAAGACGAGCAAAAAGCUUGU. The protein sequence of the target gene is MMATQTLSIDSYQDGQQMQVVTELKTEQDPNCSDPDAEGVSPPPIESQTPMDADKQAIYRHPLFPLLALLFEKCEQSTQGSEGTTSASFDVDIENFVRKQEKDGKPFFCEDPETDNLMVKAIQVLRIHLLELEKVNELCKDFCSRYIACLKTKMNSETLLSGEPGSPYSPVQSQQIQSAITGTLSPQGIVVPASALQQGNVTMATVAGGTVYQPVTVVTPQGQVVTQALSPGTIRIQNSQLQLQLNQDLSILHQEDGSSKNKRGVLPKHATNVMRSWLFQHIGHPYPTEDEKKQIAAQTN.... Result: 1 (interaction). (2) The miRNA is hsa-miR-548u with sequence CAAAGACUGCAAUUACUUUUGCG. The protein sequence of the target gene is MAARGRRAEPQGREAPGPAGGGGGGSRWAESGSGTSPESGDEEVSGAGSSPVSGGVNLFANDGSFLELFKRKMEEEQRQRQEEPPPGPQRPDQSAAAAGPGDPKRKGGPGSTLSFVGKRRGGNKLALKTGIVAKKQKTEDEVLTSKGDAWAKYMAEVKKYKAHQCGDDDKTRPLVK. Result: 0 (no interaction). (3) The miRNA is hsa-miR-5003-3p with sequence UACUUUUCUAGGUUGUUGGGG. The protein sequence of the target gene is MADEEAEQERLSCGEGGCVAELQRLGERLQELELQLRESRVPAVEAATDYCQQLCQTLLEYAEKWKTSEDPLPLLEVYTVAIQSYVKARPYLTSECENVALVLERLALSCVELLLCLPVELSDKQWEQFQTLVQVAHEKLMENGSCELHFLATLAQETGVWKNPVLCTILSQEPLDKDKVNEFLAFEGPILLDMRIKHLIKTNQLSQATALAKLCSDHPEIGIKGSFKQTYLVCLCTSSPNGKLIEEISEVDCKDALEMICNLESEGDEKSALVLCTAFLSRQLQQGDMYCAWELTLFWS.... Result: 1 (interaction). (4) The miRNA is mmu-miR-690 with sequence AAAGGCUAGGCUCACAACCAAA. The protein sequence of the target gene is MASKEMFEDTVEERVINEEYKIWKKNTPFLYDLVMTHALQWPSLTVQWLPEVTKPEGKDYALHWLVLGTHTSDEQNHLVVARVHIPNDDAQFDASHCDSDKGEFGGFGSVTGKIECEIKINHEGEVNRARYMPQNPHIIATKTPSSDVLVFDYTKHPAKPDPSGECNPDLRLRGHQKEGYGLSWNSNLSGHLLSASDDHTVCLWDINAGPKEGKIVDAKAIFTGHSAVVEDVAWHLLHESLFGSVADDQKLMIWDTRSNTTSKPSHLVDAHTAEVNCLSFNPYSEFILATGSADKTVALW.... Result: 0 (no interaction). (5) The miRNA is bta-miR-31 with sequence AGGCAAGAUGCUGGCAUAGCU. The protein sequence of the target gene is MAAAAAAAAATNGTGGSSGMEVDAAVVPSVMACGVTGSVSVALHPLVILNISDHWIRMRSQEGRPVQVIGALIGKQEGRNIEVMNSFELLSHTVEEKIIIDKEYYYTKEEQFKQVFKELEFLGWYTTGGPPDPSDIHVHKQVCEIIESPLFLKLNPMTKHTDLPVSVFESVIDIINGEATMLFAELTYTLATEEAERIGVDHVARMTATGSGENSTVAEHLIAQHSAIKMLHSRVKLILEYVKASEAGEVPFNHEILREAYALCHCLPVLSTDKFKTDFYDQCNDVGLMAYLGTITKTCN.... Result: 0 (no interaction). (6) The miRNA is hsa-miR-888-5p with sequence UACUCAAAAAGCUGUCAGUCA. The protein sequence of the target gene is MKALSPVRGCYEAVCCLSERSLAIARGRGKSPSTEEPLSLLDDMNHCYSRLRELVPGVPRGTQLSQVEILQRVIDYILDLQVVLAEPAPGPPDGPHLPIQTAELTPELVISKDKRSFCH. Result: 0 (no interaction).